From a dataset of Full USPTO retrosynthesis dataset with 1.9M reactions from patents (1976-2016). Predict the reactants needed to synthesize the given product. Given the product [Br:1][C:2]1[C:7](=[O:8])[N:6]([CH3:13])[CH:5]=[C:4]([C:9]([O:11][CH3:12])=[O:10])[CH:3]=1, predict the reactants needed to synthesize it. The reactants are: [Br:1][C:2]1[C:7](=[O:8])[NH:6][CH:5]=[C:4]([C:9]([O:11][CH3:12])=[O:10])[CH:3]=1.[CH3:13]N(C=O)C.C(N(CC)CC)C.COS(OC)(=O)=O.